This data is from Reaction yield outcomes from USPTO patents with 853,638 reactions. The task is: Predict the reaction yield, written as a fraction of the theoretical maximum amount of product (1.0 means a 100% yield; for example, 0.34 means a 34% yield). (1) The reactants are CN(C=O)C.[C:6](Cl)(=[O:10])[C:7](Cl)=O.[CH3:12][O:13][C:14]1[CH:22]=[CH:21][CH:20]=[C:19]2[C:15]=1C=[CH:17][NH:18]2. The catalyst is ClC(Cl)C. The product is [CH3:12][O:13][C:14]1[CH:22]=[CH:21][CH:20]=[C:19]2[C:15]=1[C:7]([CH:6]=[O:10])=[CH:17][NH:18]2. The yield is 0.950. (2) The yield is 0.390. The reactants are [F:1][C:2]1[CH:7]=[CH:6][C:5]([CH:8]2[CH:17]([C:18]3[N:19]=[N:20][N:21]([CH3:23])[CH:22]=3)[C:16](=O)[C:15]3[C:14]([C:25](OCC)=O)=[CH:13][CH:12]=[CH:11][C:10]=3[NH:9]2)=[CH:4][CH:3]=1.[OH2:30].[NH2:31][NH2:32]. The product is [F:1][C:2]1[CH:3]=[CH:4][C:5]([CH:8]2[NH:9][C:10]3[C:15]4[C:16](=[N:31][NH:32][C:25](=[O:30])[C:14]=4[CH:13]=[CH:12][CH:11]=3)[CH:17]2[C:18]2[N:19]=[N:20][N:21]([CH3:23])[CH:22]=2)=[CH:6][CH:7]=1. No catalyst specified.